The task is: Predict the product of the given reaction.. This data is from Forward reaction prediction with 1.9M reactions from USPTO patents (1976-2016). (1) The product is: [CH:1]1([CH2:6][C@H:7]([NH:26][C:27]([C:29]2[O:30][CH:31]=[CH:32][CH:33]=2)=[O:28])[C:8](=[O:25])[NH:9][CH:10]2[CH2:16][CH2:15][CH2:14][N:13]([C:17]([C:19]3[O:20][CH:21]=[CH:22][CH:23]=3)=[O:18])[CH2:12][C:11]2=[O:24])[CH2:2][CH2:3][CH2:4][CH2:5]1. Given the reactants [CH:1]1([CH2:6][C@H:7]([NH:26][C:27]([C:29]2[O:30][CH:31]=[CH:32][CH:33]=2)=[O:28])[C:8](=[O:25])[NH:9][CH:10]2[CH2:16][CH2:15][CH2:14][N:13]([C:17]([C:19]3[O:20][CH:21]=[CH:22][CH:23]=3)=[O:18])[CH2:12][CH:11]2[OH:24])[CH2:5][CH2:4][CH2:3][CH2:2]1.C(OC(N1CCCCC(C2CCCC2)(O)[C@@H]1N(N)C(=O)CCC(C1OC=CC=1)=O)=O)C1C=CC=CC=1, predict the reaction product. (2) Given the reactants [OH-:1].[K+].[CH3:3][S:4][C:5]1[CH:6]=[C:7]2[C:11](=[CH:12][CH:13]=1)[NH:10][C:9](=[O:14])[C:8]2=O.[F:16][C:17]([F:29])([F:28])[C:18]1[CH:19]=[C:20]([C:24](=O)[CH2:25][CH3:26])[CH:21]=[CH:22][CH:23]=1, predict the reaction product. The product is: [CH3:26][C:25]1[C:24]([C:20]2[CH:21]=[CH:22][CH:23]=[C:18]([C:17]([F:16])([F:28])[F:29])[CH:19]=2)=[N:10][C:11]2[C:7]([C:8]=1[C:9]([OH:14])=[O:1])=[CH:6][C:5]([S:4][CH3:3])=[CH:13][CH:12]=2. (3) Given the reactants [NH2:1][C:2]1[CH:3]=[N:4][CH:5]=[C:6]([Br:8])[CH:7]=1.N1C=CC=CC=1.[C:15](OC(=O)C)(=[O:17])[CH3:16], predict the reaction product. The product is: [Br:8][C:6]1[CH:7]=[C:2]([NH:1][C:15](=[O:17])[CH3:16])[CH:3]=[N:4][CH:5]=1. (4) Given the reactants S([N:11]=[C:12]=[O:13])(C1C=CC(C)=CC=1)(=O)=O.[CH3:14][N:15]([CH:32]1[CH2:37][CH2:36][N:35]([CH3:38])[CH2:34][CH2:33]1)[C:16]1[N:21]2[N:22]=[C:23]([NH2:25])[N:24]=[C:20]2[CH:19]=[C:18]([C:26]2[CH:27]=[N:28][CH:29]=[CH:30][CH:31]=2)[CH:17]=1.[CH2:39](N)[CH3:40], predict the reaction product. The product is: [CH2:39]([NH:11][C:12]([NH:25][C:23]1[N:24]=[C:20]2[CH:19]=[C:18]([C:26]3[CH:27]=[N:28][CH:29]=[CH:30][CH:31]=3)[CH:17]=[C:16]([N:15]([CH3:14])[CH:32]3[CH2:37][CH2:36][N:35]([CH3:38])[CH2:34][CH2:33]3)[N:21]2[N:22]=1)=[O:13])[CH3:40]. (5) Given the reactants Br[C:2]1[C:3](=[O:9])[CH2:4][CH2:5][C:6]=1[O:7][CH3:8].[CH2:10]([C:12]1[CH:17]=[C:16]([CH3:18])[CH:15]=[C:14]([CH2:19][CH3:20])[C:13]=1B(O)O)[CH3:11].P([O-])([O-])([O-])=O.[K+].[K+].[K+].C1(P(C2CCCCC2)C2C=CC=CC=2C2C(OC)=CC=CC=2OC)CCCCC1, predict the reaction product. The product is: [CH2:19]([C:14]1[CH:15]=[C:16]([CH3:18])[CH:17]=[C:12]([CH2:10][CH3:11])[C:13]=1[C:2]1[C:3](=[O:9])[CH2:4][CH2:5][C:6]=1[O:7][CH3:8])[CH3:20]. (6) Given the reactants [Br:1][C:2]1[CH:7]=[C:6]([Cl:8])[CH:5]=[C:4]([Cl:9])[C:3]=1[OH:10].[C:11](=O)([O-])[O-].[K+].[K+].CI.Cl, predict the reaction product. The product is: [Br:1][C:2]1[CH:7]=[C:6]([Cl:8])[CH:5]=[C:4]([Cl:9])[C:3]=1[O:10][CH3:11]. (7) Given the reactants [NH:1]1[CH2:5][CH2:4][C@@H:3]([NH:6][C:7](=[O:13])[O:8][C:9]([CH3:12])([CH3:11])[CH3:10])[CH2:2]1.F[C:15]1[CH:20]=[CH:19][C:18]([N+:21]([O-:23])=[O:22])=[CH:17][CH:16]=1, predict the reaction product. The product is: [N+:21]([C:18]1[CH:19]=[CH:20][C:15]([N:1]2[CH2:5][CH2:4][C@@H:3]([NH:6][C:7](=[O:13])[O:8][C:9]([CH3:10])([CH3:12])[CH3:11])[CH2:2]2)=[CH:16][CH:17]=1)([O-:23])=[O:22]. (8) Given the reactants Cl.[NH2:2][C@@H:3]([CH2:8][CH2:9][CH:10]([CH2:15][C:16]1[CH:21]=[CH:20][C:19]([OH:22])=[CH:18][CH:17]=1)[C:11]([O:13][CH3:14])=[O:12])[C:4]([O:6][CH3:7])=[O:5].[H-].[Na+].Br[CH2:26][F:27].O, predict the reaction product. The product is: [NH2:2][C@@H:3]([CH2:8][CH2:9][CH:10]([CH2:15][C:16]1[CH:17]=[CH:18][C:19]([O:22][CH2:26][F:27])=[CH:20][CH:21]=1)[C:11]([O:13][CH3:14])=[O:12])[C:4]([O:6][CH3:7])=[O:5]. (9) Given the reactants [C:1]([O:5][C:6]([NH:8][C@@H:9]([CH2:13][CH2:14][S:15]([CH3:18])(=[O:17])=[O:16])[C:10]([OH:12])=O)=[O:7])([CH3:4])([CH3:3])[CH3:2].[B-](F)(F)(F)F.CCOC(C(C#N)=NOC(N(C)C)=[N+](C)C)=O.[CH2:41]([O:43][C:44]([N:46]1[CH2:51][CH2:50][NH:49][CH2:48][CH2:47]1)=[O:45])[CH3:42], predict the reaction product. The product is: [CH2:41]([O:43][C:44]([N:46]1[CH2:47][CH2:48][N:49]([C:10](=[O:12])[C@@H:9]([NH:8][C:6]([O:5][C:1]([CH3:2])([CH3:3])[CH3:4])=[O:7])[CH2:13][CH2:14][S:15]([CH3:18])(=[O:17])=[O:16])[CH2:50][CH2:51]1)=[O:45])[CH3:42].